This data is from Forward reaction prediction with 1.9M reactions from USPTO patents (1976-2016). The task is: Predict the product of the given reaction. (1) Given the reactants [CH2:1]([O:3][C:4]1[CH:32]=[C:31]([F:33])[C:7]([CH2:8][N:9]2[C:13]3[CH2:14][CH2:15][CH2:16][C:12]=3[C:11]([C:17]3[N:22]=[C:21]([NH:23][C:24]4[CH:29]=[CH:28][N:27]=[CH:26][CH:25]=4)[C:20]([OH:30])=[CH:19][N:18]=3)=[N:10]2)=[C:6]([F:34])[CH:5]=1)[CH3:2].C(=O)([O-])[O-].[K+].[K+].Cl[CH2:42][CH2:43][N:44]([CH3:46])[CH3:45], predict the reaction product. The product is: [CH3:45][N:44]([CH3:46])[CH2:43][CH2:42][O:30][C:20]1[C:21]([NH:23][C:24]2[CH:25]=[CH:26][N:27]=[CH:28][CH:29]=2)=[N:22][C:17]([C:11]2[C:12]3[CH2:16][CH2:15][CH2:14][C:13]=3[N:9]([CH2:8][C:7]3[C:6]([F:34])=[CH:5][C:4]([O:3][CH2:1][CH3:2])=[CH:32][C:31]=3[F:33])[N:10]=2)=[N:18][CH:19]=1. (2) Given the reactants [CH3:1][C@@H:2]1[C:8]2[CH:9]=[CH:10][C:11]([C:13]([O:15][CH2:16][CH3:17])=[O:14])=[CH:12][C:7]=2[O:6][CH2:5][CH2:4][N:3]1C(OC(C)(C)C)=O.C(O)(C(F)(F)F)=O, predict the reaction product. The product is: [CH3:1][C@@H:2]1[C:8]2[CH:9]=[CH:10][C:11]([C:13]([O:15][CH2:16][CH3:17])=[O:14])=[CH:12][C:7]=2[O:6][CH2:5][CH2:4][NH:3]1. (3) Given the reactants [CH2:1]1[CH:6]2[CH:7]3[CH:13]4[CH2:14][CH:2]1[CH2:3][CH:4]1[C:12]4(Br)[CH2:11][CH:9]([CH2:10][CH:5]12)[CH2:8]3.[CH3:16][Mg]I, predict the reaction product. The product is: [CH3:16][C:11]12[C@@H:9]3[C@H:10]4[CH:14]5[CH2:13][CH:7]([CH2:8]3)[CH2:6][C@@H:1]1[C@H:2]5[CH2:3][CH:4]([CH2:5]4)[CH2:12]2. (4) The product is: [Cl:19][C:20]1[C:26]([F:27])=[CH:25][C:24]([F:28])=[CH:23][C:21]=1[NH:22][C:8](=[O:10])[CH:2]([CH3:1])[C:3]([O:5][CH2:6][CH3:7])=[O:4]. Given the reactants [CH3:1][CH:2]([C:8]([O:10]CC)=O)[C:3]([O:5][CH2:6][CH3:7])=[O:4].N1C=CC=CC=1.[Cl:19][C:20]1[C:26]([F:27])=[CH:25][C:24]([F:28])=[CH:23][C:21]=1[NH2:22], predict the reaction product.